This data is from Catalyst prediction with 721,799 reactions and 888 catalyst types from USPTO. The task is: Predict which catalyst facilitates the given reaction. Reactant: [N:1]1[CH:6]=[CH:5][CH:4]=[CH:3][C:2]=1[CH3:7].Cl[S:9]([OH:12])(=[O:11])=[O:10]. Product: [N:1]1[CH:6]=[CH:5][CH:4]=[CH:3][C:2]=1[CH3:7].[S:9](=[O:12])(=[O:11])=[O:10]. The catalyst class is: 4.